This data is from Forward reaction prediction with 1.9M reactions from USPTO patents (1976-2016). The task is: Predict the product of the given reaction. (1) Given the reactants [Br:1][C:2]1[C:3]([CH2:7][NH:8][C:9](=[O:17])[CH:10](OCC)COC)=[CH:4][S:5][CH:6]=1.Br, predict the reaction product. The product is: [Br:1][C:2]1[C:3]2=[CH:7][NH:8][C:9](=[O:17])[CH:10]=[C:4]2[S:5][CH:6]=1. (2) Given the reactants C[O:2][C:3](=[O:31])[C:4]1[CH:9]=[C:8]([Cl:10])[CH:7]=[CH:6][C:5]=1[O:11][CH2:12][C:13]([N:15]1[CH2:20][C@H:19]([CH3:21])[N:18]([CH2:22][C:23]2[CH:28]=[CH:27][C:26]([F:29])=[CH:25][CH:24]=2)[CH2:17][C@H:16]1[CH3:30])=[O:14].O.[OH-].[Li+].C(OCC)C, predict the reaction product. The product is: [Cl:10][C:8]1[CH:7]=[CH:6][C:5]([O:11][CH2:12][C:13]([N:15]2[CH2:20][C@H:19]([CH3:21])[N:18]([CH2:22][C:23]3[CH:24]=[CH:25][C:26]([F:29])=[CH:27][CH:28]=3)[CH2:17][C@H:16]2[CH3:30])=[O:14])=[C:4]([CH:9]=1)[C:3]([OH:31])=[O:2]. (3) Given the reactants Br[C:2]1[CH:7]=[C:6]([CH3:8])[CH:5]=[C:4]([Br:9])[CH:3]=1.[Cu][C:11]#[N:12].N1C=CC=CC=1.[NH4+].[OH-], predict the reaction product. The product is: [Br:9][C:4]1[CH:3]=[C:2]([CH:7]=[C:6]([CH3:8])[CH:5]=1)[C:11]#[N:12]. (4) Given the reactants Br[C:2]1[C:3](=[O:15])[N:4]([C@@H:9]([CH2:12][O:13][CH3:14])[CH2:10][CH3:11])[CH:5]=[C:6]([Br:8])[N:7]=1.[Br:16][C:17]1[C:22]2[NH:23][CH2:24][CH2:25][O:26][C:21]=2[CH:20]=[C:19]([O:27][CH3:28])[CH:18]=1, predict the reaction product. The product is: [Br:16][C:17]1[C:22]2[N:23]([C:2]3[C:3](=[O:15])[N:4]([C@@H:9]([CH2:12][O:13][CH3:14])[CH2:10][CH3:11])[CH:5]=[C:6]([Br:8])[N:7]=3)[CH2:24][CH2:25][O:26][C:21]=2[CH:20]=[C:19]([O:27][CH3:28])[CH:18]=1. (5) Given the reactants [N:1]1([C:7]2[N:8]=[C:9]([CH2:14][C:15]([O-:17])=O)[NH:10][C:11](=[O:13])[CH:12]=2)[CH2:6][CH2:5][O:4][CH2:3][CH2:2]1.[Na+].[NH2:19][C:20]1[CH:21]=[C:22]([C:26]#[CH:27])[CH:23]=[CH:24][CH:25]=1, predict the reaction product. The product is: [C:26]([C:22]1[CH:21]=[C:20]([NH:19][C:15](=[O:17])[CH2:14][C:9]2[NH:10][C:11](=[O:13])[CH:12]=[C:7]([N:1]3[CH2:2][CH2:3][O:4][CH2:5][CH2:6]3)[N:8]=2)[CH:25]=[CH:24][CH:23]=1)#[CH:27]. (6) Given the reactants [Cl:1][C:2]1[N:7]=[C:6]2[N:8]([CH:12]3[CH2:17][CH2:16][CH2:15][CH2:14][O:13]3)[N:9]=[C:10](I)[C:5]2=[CH:4][CH:3]=1.[CH:18]1([N:21]2[CH2:29][C:28]3[C:23](=[CH:24][CH:25]=[C:26](B4OC(C)(C)C(C)(C)O4)[CH:27]=3)[C:22]2=[O:39])[CH2:20][CH2:19]1, predict the reaction product. The product is: [Cl:1][C:2]1[N:7]=[C:6]2[N:8]([CH:12]3[CH2:17][CH2:16][CH2:15][CH2:14][O:13]3)[N:9]=[C:10]([C:26]3[CH:27]=[C:28]4[C:23](=[CH:24][CH:25]=3)[C:22](=[O:39])[N:21]([CH:18]3[CH2:20][CH2:19]3)[CH2:29]4)[C:5]2=[CH:4][CH:3]=1. (7) Given the reactants [F:1][C@@:2]1([CH3:37])[CH2:6][N:5]([S:7]([C:10]2[CH:15]=[CH:14][C:13]([F:16])=[CH:12][CH:11]=2)(=[O:9])=[O:8])[C@H:4]([C:17]([NH:19][CH2:20][C:21]2[CH:26]=[C:25](B3OC(C)(C)C(C)(C)O3)[CH:24]=[C:23]([F:36])[CH:22]=2)=[O:18])[CH2:3]1.Cl[C:39]1[CH:44]=[N:43][C:42]([C:45]([F:48])([F:47])[F:46])=[CH:41][N:40]=1.C(=O)([O-])[O-].[Na+].[Na+].C([O-])(=O)C.[K+], predict the reaction product. The product is: [F:1][C@@:2]1([CH3:37])[CH2:6][N:5]([S:7]([C:10]2[CH:11]=[CH:12][C:13]([F:16])=[CH:14][CH:15]=2)(=[O:8])=[O:9])[C@H:4]([C:17]([NH:19][CH2:20][C:21]2[CH:26]=[C:25]([C:39]3[CH:44]=[N:43][C:42]([C:45]([F:48])([F:47])[F:46])=[CH:41][N:40]=3)[CH:24]=[C:23]([F:36])[CH:22]=2)=[O:18])[CH2:3]1. (8) Given the reactants [Cl:1][C:2]1[CH:7]=[CH:6][C:5]([C:8]#[C:9][C:10](=[O:14])[CH:11]([CH3:13])[CH3:12])=[CH:4][CH:3]=1.[I-].[NH2:16][N+:17]1[CH:22]=[CH:21][CH:20]=[CH:19][CH:18]=1.C1CCN2C(=NCCC2)CC1, predict the reaction product. The product is: [Cl:1][C:2]1[CH:3]=[CH:4][C:5]([C:8]2[C:9]([C:10](=[O:14])[CH:11]([CH3:12])[CH3:13])=[C:18]3[CH:19]=[CH:20][CH:21]=[CH:22][N:17]3[N:16]=2)=[CH:6][CH:7]=1.